This data is from Full USPTO retrosynthesis dataset with 1.9M reactions from patents (1976-2016). The task is: Predict the reactants needed to synthesize the given product. (1) Given the product [NH2:3][C:1]1[N:4]=[N:5][C:6]([C:7]2[CH:12]=[CH:11][C:10]([Cl:13])=[CH:9][C:8]=2[Cl:14])=[C:15]([NH2:16])[N:2]=1.[Cl:14][C:8]1[CH:9]=[C:10]([Cl:13])[CH:11]=[CH:12][C:7]=1[C:6]([C:15]#[N:16])=[O:20], predict the reactants needed to synthesize it. The reactants are: [C:1]([NH:4][N:5]=[C:6]([C:15]#[N:16])[C:7]1[CH:12]=[CH:11][C:10]([Cl:13])=[CH:9][C:8]=1[Cl:14])(=[NH:3])[NH2:2].C([OH:20])CC. (2) Given the product [CH2:63]([S:70][C:2]1[CH:3]=[C:4]2[C:8](=[CH:9][C:10]=1[F:11])[NH:7][N:6]=[CH:5]2)[C:64]1[CH:69]=[CH:68][CH:67]=[CH:66][CH:65]=1, predict the reactants needed to synthesize it. The reactants are: Br[C:2]1[CH:3]=[C:4]2[C:8](=[CH:9][C:10]=1[F:11])[NH:7][N:6]=[CH:5]2.CC1(C)C2C(=C(P(C3C=CC=CC=3)C3C=CC=CC=3)C=CC=2)OC2C(P(C3C=CC=CC=3)C3C=CC=CC=3)=CC=CC1=2.CCN(C(C)C)C(C)C.[CH2:63]([SH:70])[C:64]1[CH:69]=[CH:68][CH:67]=[CH:66][CH:65]=1. (3) Given the product [F:1][C:2]1[CH:7]=[C:6]([O:8][C:9]2[CH:14]=[CH:13][N:12]=[C:11]([C:15]3[CH:16]=[N:17][N:18]([CH3:20])[CH:19]=3)[CH:10]=2)[C:5]([F:21])=[CH:4][C:3]=1[NH:22][C:23]([C:25]1([C:28]([O-:30])=[O:29])[CH2:27][CH2:26]1)=[O:24].[Li+:35], predict the reactants needed to synthesize it. The reactants are: [F:1][C:2]1[CH:7]=[C:6]([O:8][C:9]2[CH:14]=[CH:13][N:12]=[C:11]([C:15]3[CH:16]=[N:17][N:18]([CH3:20])[CH:19]=3)[CH:10]=2)[C:5]([F:21])=[CH:4][C:3]=1[NH:22][C:23]([C:25]1([C:28]([O:30]C)=[O:29])[CH2:27][CH2:26]1)=[O:24].O.O.[OH-].[Li+:35]. (4) Given the product [C:32]([O:31][C:29]([N:26]1[CH2:27][CH2:28][C:7]2[N:6]([S:3]([CH2:1][CH3:2])(=[O:5])=[O:4])[C:14]3[CH:13]=[CH:12][C:11]([C:15]([OH:17])=[O:16])=[CH:10][C:9]=3[C:8]=2[CH2:25]1)=[O:30])([CH3:34])([CH3:33])[CH3:35], predict the reactants needed to synthesize it. The reactants are: [CH2:1]([S:3]([N:6]1[C:14]2[CH:13]=[CH:12][C:11]([C:15]([O:17]CC3C=CC=CC=3)=[O:16])=[CH:10][C:9]=2[C:8]2[CH2:25][N:26]([C:29]([O:31][C:32]([CH3:35])([CH3:34])[CH3:33])=[O:30])[CH2:27][CH2:28][C:7]1=2)(=[O:5])=[O:4])[CH3:2]. (5) The reactants are: [F:1][C:2]1[CH:7]=[CH:6][C:5]([NH:8][C:9]2[CH2:14][C:13]([C:15]([O:17]C)=[O:16])=[C:12]([NH:19][C:20]3[CH:25]=[CH:24][C:23]([F:26])=[CH:22][CH:21]=3)[CH2:11][C:10]=2[C:27]([O:29]C)=[O:28])=[CH:4][CH:3]=1.[Na].[N+](C1C=C(S(O)(=O)=O)C=CC=1)([O-])=O.[OH-].[Na+].Cl. Given the product [F:1][C:2]1[CH:3]=[CH:4][C:5]([NH:8][C:9]2[CH:14]=[C:13]([C:15]([OH:17])=[O:16])[C:12]([NH:19][C:20]3[CH:25]=[CH:24][C:23]([F:26])=[CH:22][CH:21]=3)=[CH:11][C:10]=2[C:27]([OH:29])=[O:28])=[CH:6][CH:7]=1, predict the reactants needed to synthesize it. (6) Given the product [Cl:22][C:23]1[CH:24]=[C:25]([NH:26][C:13]2[C:12]3[NH:8][CH:9]=[C:10]([CH3:21])[C:11]=3[C:16]([C:17]([OH:19])=[O:18])=[CH:15][N:14]=2)[CH:27]=[CH:28][CH:29]=1, predict the reactants needed to synthesize it. The reactants are: C(OC([N:8]1[C:12]2[C:13](Cl)=[N:14][CH:15]=[C:16]([C:17]([OH:19])=[O:18])[C:11]=2[C:10]([CH3:21])=[CH:9]1)=O)(C)(C)C.[Cl:22][C:23]1[CH:24]=[C:25]([CH:27]=[CH:28][CH:29]=1)[NH2:26]. (7) The reactants are: [Br:1][C:2]1[S:6][C:5]([C:7]([O:9][CH3:10])=[O:8])=[C:4]([NH:11][C:12](=O)[C:13](F)([F:15])[F:14])[CH:3]=1.FC(F)(F)S(OCC(F)F)(=O)=O.C(=O)([O-])[O-].[Cs+].[Cs+].CN(C=O)C. Given the product [Br:1][C:2]1[S:6][C:5]([C:7]([O:9][CH3:10])=[O:8])=[C:4]([NH:11][CH2:12][CH:13]([F:15])[F:14])[CH:3]=1, predict the reactants needed to synthesize it.